This data is from Retrosynthesis with 50K atom-mapped reactions and 10 reaction types from USPTO. The task is: Predict the reactants needed to synthesize the given product. (1) Given the product CN(C(=O)CCl)c1ccc(C(=O)N2CC3(C)CC2CC(C)(C)C3)cc1, predict the reactants needed to synthesize it. The reactants are: CNc1ccc(C(=O)N2CC3(C)CC2CC(C)(C)C3)cc1.O=C(Cl)CCl. (2) Given the product CC(C)CC(C(=O)NC(C(=O)NC1CC1)C(C)(C)C)C(CN1C(=O)c2ccccc2C1=O)C(=O)O, predict the reactants needed to synthesize it. The reactants are: CC(C)CC(C(=O)NC(C(=O)NC1CC1)C(C)(C)C)C(CN1C(=O)c2ccccc2C1=O)C(=O)OCc1ccccc1. (3) Given the product Cc1ccccc1-c1ccnc(C#N)c1, predict the reactants needed to synthesize it. The reactants are: Cc1ccccc1B(O)O.N#Cc1cc(Cl)ccn1. (4) Given the product CC1(C)[C@@H]2CC[C@@]1(C)c1c2c(=O)n(-c2ccc(F)cc2Cl)n1Cc1ccc(F)cc1F, predict the reactants needed to synthesize it. The reactants are: CC1(C)[C@@H]2CC[C@@]1(C)c1[nH]n(-c3ccc(F)cc3Cl)c(=O)c12.Fc1ccc(CBr)c(F)c1. (5) Given the product Cc1ccc(S(=O)(=O)OCC2Cc3cccc(C4CCCC4)c3O2)cc1, predict the reactants needed to synthesize it. The reactants are: Cc1ccc(S(=O)(=O)Cl)cc1.OCC1Cc2cccc(C3CCCC3)c2O1. (6) Given the product FC(F)(F)c1cccc2c1CCN2, predict the reactants needed to synthesize it. The reactants are: FC(F)(F)c1cccc2[nH]ccc12.